This data is from Forward reaction prediction with 1.9M reactions from USPTO patents (1976-2016). The task is: Predict the product of the given reaction. (1) Given the reactants [CH:1]([C:4]1[C:12]([C:13](=[O:16])[CH2:14][CH3:15])=[C:7]2[CH:8]=[CH:9][CH:10]=[CH:11][N:6]2[N:5]=1)([CH3:3])[CH3:2].[C:17]([O-:20])(=[O:19])[CH3:18].[K+].C(OCC)(=O)C.O, predict the reaction product. The product is: [C:17]([O:20][CH:14]([CH3:15])[C:13]([C:12]1[C:4]([CH:1]([CH3:3])[CH3:2])=[N:5][N:6]2[CH:11]=[CH:10][CH:9]=[CH:8][C:7]=12)=[O:16])(=[O:19])[CH3:18]. (2) The product is: [N:3]1[C:4]2[N:5]([C:8]3[CH:14]=[CH:13][CH:12]=[CH:11][C:9]=3[N:10]=2)[CH:6]=[CH:7][C:2]=1[N:16]([CH3:15])[CH2:17][CH2:18][CH2:19][OH:20]. Given the reactants Br[C:2]1[CH:7]=[CH:6][N:5]2[C:8]3[CH:14]=[CH:13][CH:12]=[CH:11][C:9]=3[N:10]=[C:4]2[N:3]=1.[CH3:15][NH:16][CH2:17][CH2:18][CH2:19][OH:20].C(N(CC)C(C)C)(C)C, predict the reaction product. (3) Given the reactants OCC(CO)O.[O:7]=[C:8]([CH3:20])[CH2:9][CH2:10][CH2:11][CH2:12][C@@H:13]([CH2:17][CH2:18][CH3:19])[C:14]([OH:16])=[O:15], predict the reaction product. The product is: [O:7]=[C:8]([CH3:20])[CH2:9][CH2:10][CH2:11][CH2:12][C@H:13]([CH2:17][CH2:18][CH3:19])[C:14]([OH:16])=[O:15]. (4) Given the reactants [F:1][C:2]1[CH:7]=[C:6]([F:8])[CH:5]=[CH:4][C:3]=1[N+:9]([O-:11])=[O:10].[Mg+2].[Cl-].[Cl-].[I:15]I, predict the reaction product. The product is: [F:8][C:6]1[CH:5]=[CH:4][C:3]([N+:9]([O-:11])=[O:10])=[C:2]([F:1])[C:7]=1[I:15]. (5) Given the reactants [OH:1][C@H:2]([C@@H:18]([NH:26][C:27](=[O:48])[C@@H:28]([N:33]1[CH2:37][CH2:36][N:35]([CH2:38][C:39]2[N:40]=[C:41]([CH2:44][O:45][CH3:46])[S:42][CH:43]=2)[C:34]1=[O:47])[C@@H:29]([CH3:32])[CH2:30][CH3:31])[CH2:19][C:20]1[CH:25]=[CH:24][CH:23]=[CH:22][CH:21]=1)[CH2:3][NH:4][NH:5][C:6]([C@@H:8]([NH:13][C:14](=[O:17])[O:15][CH3:16])[C:9]([CH3:12])([CH3:11])[CH3:10])=[O:7].[CH:49](=O)[CH2:50][CH:51]([CH3:53])[CH3:52].C(O)(=O)C.C(O[BH-](OC(=O)C)OC(=O)C)(=O)C.[Na+], predict the reaction product. The product is: [OH:1][C@H:2]([C@@H:18]([NH:26][C:27](=[O:48])[C@@H:28]([N:33]1[CH2:37][CH2:36][N:35]([CH2:38][C:39]2[N:40]=[C:41]([CH2:44][O:45][CH3:46])[S:42][CH:43]=2)[C:34]1=[O:47])[C@@H:29]([CH3:32])[CH2:30][CH3:31])[CH2:19][C:20]1[CH:25]=[CH:24][CH:23]=[CH:22][CH:21]=1)[CH2:3][N:4]([CH2:49][CH2:50][CH:51]([CH3:53])[CH3:52])[NH:5][C:6]([C@@H:8]([NH:13][C:14](=[O:17])[O:15][CH3:16])[C:9]([CH3:11])([CH3:10])[CH3:12])=[O:7]. (6) Given the reactants Br[C:2]1[CH:11]=[CH:10][C:5]2[N:6]=[C:7]([NH2:9])[S:8][C:4]=2[CH:3]=1.[CH3:12][O:13][C:14]1[CH:24]=[CH:23][C:17](/[CH:18]=[CH:19]/B(O)O)=[CH:16][CH:15]=1, predict the reaction product. The product is: [CH3:12][O:13][C:14]1[CH:24]=[CH:23][C:17](/[CH:18]=[CH:19]/[C:2]2[CH:11]=[CH:10][C:5]3[N:6]=[C:7]([NH2:9])[S:8][C:4]=3[CH:3]=2)=[CH:16][CH:15]=1.